From a dataset of Catalyst prediction with 721,799 reactions and 888 catalyst types from USPTO. Predict which catalyst facilitates the given reaction. (1) Reactant: [Cl:1][C:2]1[C:7]([Cl:8])=[CH:6][C:5]([NH2:9])=[C:4]([NH2:10])[CH:3]=1.C([O:15][C:16](=O)[CH2:17][C:18]([C:20]1[CH:25]=[CH:24][CH:23]=[C:22]([C:26]2[CH:31]=[N:30][CH:29]=[C:28]([CH3:32])[N:27]=2)[CH:21]=1)=O)(C)(C)C. Product: [Cl:1][C:2]1[C:7]([Cl:8])=[CH:6][C:5]2[NH:9][C:16](=[O:15])[CH2:17][C:18]([C:20]3[CH:25]=[CH:24][CH:23]=[C:22]([C:26]4[CH:31]=[N:30][CH:29]=[C:28]([CH3:32])[N:27]=4)[CH:21]=3)=[N:10][C:4]=2[CH:3]=1. The catalyst class is: 113. (2) Product: [S:5]1[CH:9]=[CH:8][CH:7]=[C:6]1[C:10]([N:3]=[C:2]=[S:1])=[O:11]. The catalyst class is: 21. Reactant: [S-:1][C:2]#[N:3].[K+].[S:5]1[CH:9]=[CH:8][CH:7]=[C:6]1[C:10](Cl)=[O:11]. (3) Reactant: I[C:2]1[C:3]2[S:10][CH:9]=[CH:8][C:4]=2[N:5]([CH3:7])[N:6]=1.C([Mg]Cl)(C)C.[CH2:16]([Sn:20]([CH2:26][CH2:27][CH2:28][CH3:29])([CH2:22][CH2:23][CH2:24][CH3:25])Cl)[CH2:17][CH2:18][CH3:19]. Product: [CH3:7][N:5]1[C:4]2[CH:8]=[CH:9][S:10][C:3]=2[C:2]([Sn:20]([CH2:22][CH2:23][CH2:24][CH3:25])([CH2:26][CH2:27][CH2:28][CH3:29])[CH2:16][CH2:17][CH2:18][CH3:19])=[N:6]1. The catalyst class is: 1.